From a dataset of Forward reaction prediction with 1.9M reactions from USPTO patents (1976-2016). Predict the product of the given reaction. (1) Given the reactants [C:1]([C:3]1[CH:10]=[CH:9][C:6]([CH:7]=[CH2:8])=[CH:5][CH:4]=1)#[N:2].Cl.[NH2:12][OH:13].C([O-])(O)=O.[Na+], predict the reaction product. The product is: [OH:13][NH:12][C:1](=[NH:2])[C:3]1[CH:10]=[CH:9][C:6]([CH:7]=[CH2:8])=[CH:5][CH:4]=1. (2) Given the reactants Cl[C:2]1[C:3]2[CH:10]=[CH:9][NH:8][C:4]=2[N:5]=[CH:6][N:7]=1.[Cl:11][C:12]1[CH:17]=[CH:16][C:15](B(O)O)=[CH:14][CH:13]=1.C(=O)([O-])[O-].[K+].[K+].COCCOC, predict the reaction product. The product is: [Cl:11][C:12]1[CH:17]=[CH:16][C:15]([C:2]2[C:3]3[CH:10]=[CH:9][NH:8][C:4]=3[N:5]=[CH:6][N:7]=2)=[CH:14][CH:13]=1.